This data is from Reaction yield outcomes from USPTO patents with 853,638 reactions. The task is: Predict the reaction yield, written as a fraction of the theoretical maximum amount of product (1.0 means a 100% yield; for example, 0.34 means a 34% yield). (1) The reactants are C(N(C(C)C)CC)(C)C.[NH2:10][C:11]1[CH:24]=[C:23]([Cl:25])[CH:22]=[CH:21][C:12]=1[O:13][CH:14]1[CH2:19][CH2:18][CH:17]([OH:20])[CH2:16][CH2:15]1.[N:26]1[N:30]2[CH:31]=[CH:32][CH:33]=[N:34][C:29]2=[C:28]([C:35](O)=[O:36])[CH:27]=1.CN(C(ON1N=NC2C=CC=CC1=2)=[N+](C)C)C.F[P-](F)(F)(F)(F)F. The catalyst is C(#N)C. The product is [Cl:25][C:23]1[CH:22]=[CH:21][C:12]([O:13][CH:14]2[CH2:19][CH2:18][CH:17]([OH:20])[CH2:16][CH2:15]2)=[C:11]([NH:10][C:35]([C:28]2[CH:27]=[N:26][N:30]3[CH:31]=[CH:32][CH:33]=[N:34][C:29]=23)=[O:36])[CH:24]=1. The yield is 0.380. (2) The reactants are ClC1C2N=C(C3C=CC(F)=CC=3)C=CC=2N=CN=1.[O:19]([C:26]1[C:27]2[N:35]=[C:34]([C:36]3[CH:41]=[CH:40][C:39]([F:42])=[CH:38][CH:37]=3)[CH:33]=[CH:32][C:28]=2[N:29]=[CH:30][N:31]=1)[C:20]1C=CC=C[CH:21]=1. The catalyst is C(O)C. The product is [CH2:20]([O:19][C:26]1[C:27]2[N:35]=[C:34]([C:36]3[CH:41]=[CH:40][C:39]([F:42])=[CH:38][CH:37]=3)[CH:33]=[CH:32][C:28]=2[N:29]=[CH:30][N:31]=1)[CH3:21]. The yield is 0.870. (3) The reactants are Cl.[Cl:2][CH2:3][CH2:4][NH2:5].[CH3:6][CH2:7][CH2:8][CH2:9][CH2:10][CH3:11].[C:12]([O:15]CC)(=[O:14])C. The catalyst is C(OCC)C.CCCCCC. The product is [Cl:2][CH2:3][CH2:4][NH:5][C:12](=[O:14])[O:15][C:8]1[CH:7]=[CH:6][CH:11]=[CH:10][CH:9]=1. The yield is 0.610. (4) The reactants are I[C:2]1[C:10]2[C:5](=[CH:6][CH:7]=[C:8]([C:11]([O:13][CH3:14])=O)[CH:9]=2)[NH:4]N=1.Cl[CH2:16]Cl.[OH-:18].[NH4+:19].[Cl-].[NH4+:21]. The catalyst is [C-]#N.[Zn+2].[C-]#N.[Zn].Cl[Pd]Cl.C1(P(C2C=CC=CC=2)[C-]2C=CC=C2)C=CC=CC=1.[C-]1(P(C2C=CC=CC=2)C2C=CC=CC=2)C=CC=C1.[Fe+2].[Cu]I.CN(C)C(=O)C. The product is [C:16]([C:2]1[C:10]2[C:5](=[CH:6][CH:7]=[C:8]([C:11]([O:13][CH3:14])=[O:18])[CH:9]=2)[NH:4][N:21]=1)#[N:19]. The yield is 0.650. (5) The reactants are [H-].[Na+].[CH3:3][O:4][C:5]1[C:14]2[C:13](=[O:15])[O:12][C:11](=[O:16])[NH:10][C:9]=2[CH:8]=[CH:7][C:6]=1[O:17][CH3:18].I[CH2:20][CH3:21]. The catalyst is CN(C)C=O. The product is [CH2:20]([N:10]1[C:9]2[CH:8]=[CH:7][C:6]([O:17][CH3:18])=[C:5]([O:4][CH3:3])[C:14]=2[C:13](=[O:15])[O:12][C:11]1=[O:16])[CH3:21]. The yield is 0.562. (6) The reactants are [F:1][C:2]1[CH:3]=[C:4]2[C:9](=[CH:10][CH:11]=1)[CH:8]=[N:7][C:6]([C:12]([NH:14][NH2:15])=[O:13])=[CH:5]2.[N:16]([O-])=O.[Na+]. The catalyst is Cl.O. The product is [F:1][C:2]1[CH:3]=[C:4]2[C:9](=[CH:10][CH:11]=1)[CH:8]=[N:7][C:6]([C:12]([N:14]=[N+:15]=[N-:16])=[O:13])=[CH:5]2. The yield is 0.890. (7) The reactants are [C:1]([O:5][C:6](=[O:17])[NH:7][C:8]([CH3:16])([C:10]1[NH:14][C:13](=[O:15])[O:12][N:11]=1)[CH3:9])([CH3:4])([CH3:3])[CH3:2].CO.[C:20]1(P(C2C=CC=CC=2)C2C=CC=CC=2)C=CC=CC=1.N(C(OC(C)C)=O)=NC(OC(C)C)=O. The catalyst is C1COCC1. The product is [C:1]([O:5][C:6](=[O:17])[NH:7][C:8]([CH3:9])([C:10]1[N:14]([CH3:20])[C:13](=[O:15])[O:12][N:11]=1)[CH3:16])([CH3:2])([CH3:3])[CH3:4]. The yield is 0.890. (8) The reactants are [CH3:1][O:2][C:3]1[CH:8]=[CH:7][CH:6]=[CH:5][C:4]=1[C:9]1[C:17]2[C:12](=[N:13][CH:14]=[C:15]([C:18]3[CH:19]=[C:20]([CH:24]=[CH:25][CH:26]=3)[C:21]([OH:23])=O)[CH:16]=2)[NH:11][N:10]=1.F[P-](F)(F)(F)(F)F.N1(OC(N(C)C)=[N+](C)C)C2N=CC=CC=2N=N1.[CH3:51][N:52]([CH3:61])[CH2:53][CH2:54][N:55]1[CH2:60][CH2:59][NH:58][CH2:57][CH2:56]1.C(=O)([O-])[O-].[Na+].[Na+]. The catalyst is C(#N)C.CO.ClCCl. The product is [CH3:51][N:52]([CH3:61])[CH2:53][CH2:54][N:55]1[CH2:60][CH2:59][N:58]([C:21]([C:20]2[CH:24]=[CH:25][CH:26]=[C:18]([C:15]3[CH:16]=[C:17]4[C:9]([C:4]5[CH:5]=[CH:6][CH:7]=[CH:8][C:3]=5[O:2][CH3:1])=[N:10][NH:11][C:12]4=[N:13][CH:14]=3)[CH:19]=2)=[O:23])[CH2:57][CH2:56]1. The yield is 0.420. (9) The reactants are C[O:2][C:3](=[O:36])[C@H:4]([CH2:17][C:18]1[CH:23]=[CH:22][C:21]([NH:24][C:25]([C:27]2[CH:32]=[C:31]([C:33]#[N:34])[CH:30]=[CH:29][C:28]=2[Cl:35])=[O:26])=[CH:20][CH:19]=1)[NH:5][C:6]([C:8]1([CH2:13][CH2:14][O:15][CH3:16])[CH2:12][CH2:11][CH2:10][CH2:9]1)=[O:7].[I-].[Li+].N1C=CC=CC=1. The catalyst is O. The product is [Cl:35][C:28]1[CH:29]=[CH:30][C:31]([C:33]#[N:34])=[CH:32][C:27]=1[C:25]([NH:24][C:21]1[CH:22]=[CH:23][C:18]([CH2:17][C@@H:4]([C:3]([OH:36])=[O:2])[NH:5][C:6]([C:8]2([CH2:13][CH2:14][O:15][CH3:16])[CH2:12][CH2:11][CH2:10][CH2:9]2)=[O:7])=[CH:19][CH:20]=1)=[O:26]. The yield is 0.400. (10) The reactants are FC(F)(F)S(O[C:7]1[N:8]=[C:9]([CH3:21])[C:10]2[C:15]([CH:16]=1)=[CH:14][C:13]([O:17][CH3:18])=[C:12]([O:19][CH3:20])[CH:11]=2)(=O)=O.[N:24]1[CH:29]=[CH:28][CH:27]=[C:26](B(O)O)[CH:25]=1.C([O-])([O-])=O.[Na+].[Na+]. The catalyst is C1(C)C=CC=CC=1. The product is [CH3:18][O:17][C:13]1[CH:14]=[C:15]2[C:10](=[CH:11][C:12]=1[O:19][CH3:20])[C:9]([CH3:21])=[N:8][C:7]([C:26]1[CH:25]=[N:24][CH:29]=[CH:28][CH:27]=1)=[CH:16]2. The yield is 0.0900.